From a dataset of Full USPTO retrosynthesis dataset with 1.9M reactions from patents (1976-2016). Predict the reactants needed to synthesize the given product. (1) The reactants are: [CH2:1]([O:3][C:4]1[CH:13]=[C:12]([OH:14])[C:11]2[C:6](=[C:7](C)[C:8]([O:15][CH3:16])=[CH:9][CH:10]=2)[N:5]=1)[CH3:2].[Br:18]C1C(OC)=CC=CC=1N. Given the product [Br:18][C:7]1[C:8]([O:15][CH3:16])=[CH:9][CH:10]=[C:11]2[C:6]=1[N:5]=[C:4]([O:3][CH2:1][CH3:2])[CH:13]=[C:12]2[OH:14], predict the reactants needed to synthesize it. (2) Given the product [O:16]=[C:15]1[C:8]2=[CH:7][C:6]3[CH:5]=[C:4]([C:17]#[N:18])[CH:3]=[C:2]([C:24]4[CH:25]=[CH:26][C:21]([C:20]([F:31])([F:30])[F:19])=[CH:22][CH:23]=4)[C:10]=3[N:9]2[CH2:11][CH2:12][CH2:13][NH:14]1, predict the reactants needed to synthesize it. The reactants are: Br[C:2]1[C:10]2[N:9]3[CH2:11][CH2:12][CH2:13][NH:14][C:15](=[O:16])[C:8]3=[CH:7][C:6]=2[CH:5]=[C:4]([C:17]#[N:18])[CH:3]=1.[F:19][C:20]([F:31])([F:30])[C:21]1[CH:26]=[CH:25][C:24](B(O)O)=[CH:23][CH:22]=1. (3) Given the product [CH3:25][C:21]1[CH:20]=[C:19]([NH:18][C:16]2[C:15]([C:26]([NH2:28])=[O:27])=[CH:14][N:13]=[C:12]([NH:11][C:8]3[CH:9]=[CH:10][C:5]([CH2:4][NH:3][C:30]([NH2:31])=[O:29])=[CH:6][CH:7]=3)[N:17]=2)[CH:24]=[CH:23][CH:22]=1, predict the reactants needed to synthesize it. The reactants are: Cl.Cl.[NH2:3][CH2:4][C:5]1[CH:10]=[CH:9][C:8]([NH:11][C:12]2[N:17]=[C:16]([NH:18][C:19]3[CH:24]=[CH:23][CH:22]=[C:21]([CH3:25])[CH:20]=3)[C:15]([C:26]([NH2:28])=[O:27])=[CH:14][N:13]=2)=[CH:7][CH:6]=1.[O-:29][C:30]#[N:31].[K+]. (4) Given the product [C:17]([O:8][C:7](=[O:9])[C:6]1[CH:10]=[C:2]([Br:1])[CH:3]=[N:4][CH:5]=1)([CH3:18])([CH3:23])[CH3:16], predict the reactants needed to synthesize it. The reactants are: [Br:1][C:2]1[CH:3]=[N:4][CH:5]=[C:6]([CH:10]=1)[C:7]([OH:9])=[O:8].CCN=C=N[CH2:16][CH2:17][CH2:18]N(C)C.Cl.[CH:23](Cl)(Cl)Cl. (5) Given the product [Cl:25][C:26]1[CH:31]=[C:30]([C:19]2[CH:18]=[CH:17][C:16]([F:22])=[C:15]([C:14]([NH:13][C:9]3[CH:8]=[C:7]([CH:12]=[CH:11][CH:10]=3)[O:6][CH2:5][C:4]([OH:3])=[O:24])=[O:23])[CH:20]=2)[CH:29]=[CH:28][CH:27]=1, predict the reactants needed to synthesize it. The reactants are: C([O:3][C:4](=[O:24])[CH2:5][O:6][C:7]1[CH:12]=[CH:11][CH:10]=[C:9]([NH:13][C:14](=[O:23])[C:15]2[CH:20]=[C:19](Br)[CH:18]=[CH:17][C:16]=2[F:22])[CH:8]=1)C.[Cl:25][C:26]1[CH:27]=[C:28](B(O)O)[CH:29]=[CH:30][CH:31]=1. (6) Given the product [Cl:12][C:13]1[CH:19]=[CH:18][C:16]([NH:17][CH2:2][C:3]([NH:5][C@@H:6]([CH3:11])[C:7]([O:9][CH3:10])=[O:8])=[O:4])=[CH:15][CH:14]=1, predict the reactants needed to synthesize it. The reactants are: Cl[CH2:2][C:3]([NH:5][C@@H:6]([CH3:11])[C:7]([O:9][CH3:10])=[O:8])=[O:4].[Cl:12][C:13]1[CH:19]=[CH:18][C:16]([NH2:17])=[CH:15][CH:14]=1.C(N(CC)CC)C. (7) Given the product [F:47][C:34]1([F:33])[CH2:35][N:36]([C:40](=[O:42])[CH2:49][OH:50])[CH2:37][CH:38]1[O:39][C:2]1[CH:9]=[CH:8][C:7]([C:10]2[N:15]=[C:14]([NH:16][C:17]3[CH:18]=[CH:19][C:20]([N:23]4[CH2:24][CH2:25][N:26]([CH:29]5[CH2:30][O:31][CH2:32]5)[CH2:27][CH2:28]4)=[CH:21][CH:22]=3)[N:13]=[CH:12][N:11]=2)=[CH:6][C:3]=1[C:4]#[N:5], predict the reactants needed to synthesize it. The reactants are: F[C:2]1[CH:9]=[CH:8][C:7]([C:10]2[N:15]=[C:14]([NH:16][C:17]3[CH:22]=[CH:21][C:20]([N:23]4[CH2:28][CH2:27][N:26]([CH:29]5[CH2:32][O:31][CH2:30]5)[CH2:25][CH2:24]4)=[CH:19][CH:18]=3)[N:13]=[CH:12][N:11]=2)=[CH:6][C:3]=1[C:4]#[N:5].[F:33][C:34]1([F:47])[CH:38]([OH:39])[CH2:37][N:36]([C:40]([O:42]C(C)(C)C)=O)[CH2:35]1.C(O)(=O)[CH2:49][OH:50]. (8) Given the product [OH:2][C:3]1[CH:4]=[CH:5][CH:6]=[C:7]2[C:11]=1[C:10](=[O:12])[N:9]([CH3:13])[C:8]2([CH3:15])[CH3:14], predict the reactants needed to synthesize it. The reactants are: C[O:2][C:3]1[CH:4]=[CH:5][CH:6]=[C:7]2[C:11]=1[C:10](=[O:12])[N:9]([CH3:13])[C:8]2([CH3:15])[CH3:14].B(Br)(Br)Br. (9) Given the product [CH2:7]([O:9][C:10]([N:12]1[CH2:13][CH2:14][N:15]([C:2]([CH3:6])([CH3:5])[C:3]#[CH:4])[CH2:16][CH2:17]1)=[O:11])[CH3:8], predict the reactants needed to synthesize it. The reactants are: Cl[C:2]([CH3:6])([CH3:5])[C:3]#[CH:4].[CH2:7]([O:9][C:10]([N:12]1[CH2:17][CH2:16][NH:15][CH2:14][CH2:13]1)=[O:11])[CH3:8].C(N(CC)CC)C. (10) Given the product [CH3:21][O:20][C:17]1[CH:18]=[CH:19][C:14]2[S:13][CH2:12][C:11](=[O:22])[N:10]([CH2:9][CH2:8][N:5]3[CH2:4][CH2:3][CH:2]([NH:1][CH2:34][C:32]4[CH:31]=[CH:30][C:27]5[O:28][CH2:29][C:24](=[O:23])[NH:25][C:26]=5[N:33]=4)[CH2:7][CH2:6]3)[C:15]=2[CH:16]=1, predict the reactants needed to synthesize it. The reactants are: [NH2:1][CH:2]1[CH2:7][CH2:6][N:5]([CH2:8][CH2:9][N:10]2[C:15]3[CH:16]=[C:17]([O:20][CH3:21])[CH:18]=[CH:19][C:14]=3[S:13][CH2:12][C:11]2=[O:22])[CH2:4][CH2:3]1.[O:23]=[C:24]1[CH2:29][O:28][C:27]2[CH:30]=[CH:31][C:32]([CH:34]=O)=[N:33][C:26]=2[NH:25]1.C([BH3-])#N.[Na+].